From a dataset of Forward reaction prediction with 1.9M reactions from USPTO patents (1976-2016). Predict the product of the given reaction. (1) Given the reactants [OH:1][C:2]1[CH:3]=[C:4]([CH:15]=[C:16]([O:18][C@H:19]2[CH2:23][CH2:22][O:21][CH2:20]2)[CH:17]=1)[C:5]([NH:7][C:8]1[CH:13]=[N:12][C:11]([CH3:14])=[CH:10][N:9]=1)=[O:6].[Cl:24][C:25]1[C:35]2[O:34][CH2:33][CH2:32][N:31]([CH3:36])[C:30](=[O:37])[C:29]=2[CH:28]=[CH:27][C:26]=1F, predict the reaction product. The product is: [Cl:24][C:25]1[C:35]2[O:34][CH2:33][CH2:32][N:31]([CH3:36])[C:30](=[O:37])[C:29]=2[CH:28]=[CH:27][C:26]=1[O:1][C:2]1[CH:3]=[C:4]([CH:15]=[C:16]([O:18][C@H:19]2[CH2:23][CH2:22][O:21][CH2:20]2)[CH:17]=1)[C:5]([NH:7][C:8]1[CH:13]=[N:12][C:11]([CH3:14])=[CH:10][N:9]=1)=[O:6]. (2) Given the reactants [CH:1]1[C:13]2[C:6](C3C=CC(OCCO)=CC=3)([C:5]3[CH:13]=[CH:1][C:2](OCCO)=[CH:3][CH:4]=3)C3[C:6](=CC=CC=3)[C:5]=2[CH:4]=[CH:3][CH:2]=1.C(N([CH2:39][CH3:40])CC)C.[O:41]1[CH2:45][CH2:44][CH2:43][CH2:42]1, predict the reaction product. The product is: [C:42]1(=[O:41])[C:39]2[C:40]([C:13]3[C:5]([CH:6]=2)=[CH:4][CH:3]=[CH:2][CH:1]=3)=[CH:45][CH:44]=[CH:43]1. (3) Given the reactants [F:1][CH:2]([F:24])[C:3]1[N:14]([S:15]([C:18]2[CH:23]=[CH:22][CH:21]=[CH:20][CH:19]=2)(=[O:17])=[O:16])[C:6]2=[N:7][CH:8]=[CH:9][C:10](B(O)O)=[C:5]2[CH:4]=1.Br[C:26]1[S:30][C:29]([S:31]([N:34]2[CH:38]=[CH:37][N:36]=[CH:35]2)(=[O:33])=[O:32])=[CH:28][CH:27]=1.C(=O)([O-])[O-].[Na+].[Na+].O1CCOCC1, predict the reaction product. The product is: [F:1][CH:2]([F:24])[C:3]1[N:14]([S:15]([C:18]2[CH:23]=[CH:22][CH:21]=[CH:20][CH:19]=2)(=[O:17])=[O:16])[C:6]2=[N:7][CH:8]=[CH:9][C:10]([C:26]3[S:30][C:29]([S:31]([N:34]4[CH:38]=[CH:37][N:36]=[CH:35]4)(=[O:33])=[O:32])=[CH:28][CH:27]=3)=[C:5]2[CH:4]=1. (4) Given the reactants [Br:1][C:2]1[C:7]2[N:8]=[C:9](Br)[NH:10][C:6]=2[C:5]([Br:12])=[C:4]([Br:13])[C:3]=1[Br:14].[NH2:15][C:16]1[CH:21]=[CH:20][C:19]([NH2:22])=[CH:18][CH:17]=1.C(Cl)(Cl)Cl.CO, predict the reaction product. The product is: [Br:1][C:2]1[C:7]2[N:8]=[C:9]([NH:15][C:16]3[CH:21]=[CH:20][C:19]([NH2:22])=[CH:18][CH:17]=3)[NH:10][C:6]=2[C:5]([Br:12])=[C:4]([Br:13])[C:3]=1[Br:14].